This data is from Peptide-MHC class I binding affinity with 185,985 pairs from IEDB/IMGT. The task is: Regression. Given a peptide amino acid sequence and an MHC pseudo amino acid sequence, predict their binding affinity value. This is MHC class I binding data. The peptide sequence is YLSKEDRIIT. The MHC is HLA-A02:03 with pseudo-sequence HLA-A02:03. The binding affinity (normalized) is 0.203.